From a dataset of Reaction yield outcomes from USPTO patents with 853,638 reactions. Predict the reaction yield, written as a fraction of the theoretical maximum amount of product (1.0 means a 100% yield; for example, 0.34 means a 34% yield). (1) The reactants are CO[C:3](=[O:12])[C:4]1[CH:9]=[CH:8][C:7]([Br:10])=[C:6]([CH3:11])[CH:5]=1.[NH4+].[Cl-].[C:15](OCC)(=O)[CH3:16].[CH2:21]1COC[CH2:22]1. The catalyst is CC[Mg+].[Br-]. The product is [Br:10][C:7]1[CH:8]=[CH:9][C:4]([C:3]([OH:12])([CH2:21][CH3:22])[CH2:15][CH3:16])=[CH:5][C:6]=1[CH3:11]. The yield is 0.810. (2) The reactants are [F:1][C:2]1[CH:7]=[CH:6][C:5]([S:8][C:9]2[N:10]=[N:11][C:12]([O:15]C)=[CH:13][CH:14]=2)=[CH:4][CH:3]=1.Cl. No catalyst specified. The product is [F:1][C:2]1[CH:7]=[CH:6][C:5]([S:8][C:9]2[CH:14]=[CH:13][C:12](=[O:15])[NH:11][N:10]=2)=[CH:4][CH:3]=1. The yield is 0.650. (3) The reactants are [NH2:1][C:2]1[N:7]=[CH:6][N:5]=[C:4]2[N:8]([CH2:12][C@H:13]3[CH2:17][CH2:16][CH2:15][N:14]3[C:18]([O:20][C:21]([CH3:24])([CH3:23])[CH3:22])=[O:19])[N:9]=[C:10](I)[C:3]=12.[F:25][C:26]1[C:47]([F:48])=[CH:46][CH:45]=[CH:44][C:27]=1[O:28][C:29]1[CH:34]=[CH:33][C:32](B2OC(C)(C)C(C)(C)O2)=[CH:31][CH:30]=1.C(=O)([O-])[O-].[Na+].[Na+]. The catalyst is O1CCOCC1.O. The product is [NH2:1][C:2]1[N:7]=[CH:6][N:5]=[C:4]2[N:8]([CH2:12][C@H:13]3[CH2:17][CH2:16][CH2:15][N:14]3[C:18]([O:20][C:21]([CH3:24])([CH3:23])[CH3:22])=[O:19])[N:9]=[C:10]([C:32]3[CH:31]=[CH:30][C:29]([O:28][C:27]4[CH:44]=[CH:45][CH:46]=[C:47]([F:48])[C:26]=4[F:25])=[CH:34][CH:33]=3)[C:3]=12. The yield is 0.710. (4) The reactants are [Br:1][C:2]1[C:3]([CH3:32])=[C:4]([N:8]2[C:13](=[O:14])[CH:12]([Se]C3C=CC=CC=3)[CH2:11][N:10]([CH2:22][C:23]3[CH:28]=[CH:27][C:26]([O:29][CH3:30])=[CH:25][CH:24]=3)[C:9]2=[O:31])[CH:5]=[CH:6][CH:7]=1.OO.O. The catalyst is C1COCC1. The product is [Br:1][C:2]1[C:3]([CH3:32])=[C:4]([N:8]2[C:13](=[O:14])[CH:12]=[CH:11][N:10]([CH2:22][C:23]3[CH:28]=[CH:27][C:26]([O:29][CH3:30])=[CH:25][CH:24]=3)[C:9]2=[O:31])[CH:5]=[CH:6][CH:7]=1. The yield is 0.540. (5) The reactants are I[C:2]1[CH:7]=[CH:6][C:5]([N:8]2[CH2:13][CH2:12][C:11]3[C:14]([S:25]([CH3:28])(=[O:27])=[O:26])=[N:15][N:16]([C:17]4[CH:22]=[CH:21][C:20]([O:23][CH3:24])=[CH:19][CH:18]=4)[C:10]=3[C:9]2=[O:29])=[CH:4][CH:3]=1.C(OC([N:40]1[CH2:45][CH2:44][NH:43][C:42](=[O:46])[CH2:41]1)=O)C1C=CC=CC=1.C([O-])([O-])=O.[K+].[K+].CS(C)=O. The catalyst is CCOC(C)=O.O.[Cu]I. The product is [CH3:24][O:23][C:20]1[CH:21]=[CH:22][C:17]([N:16]2[C:10]3[C:9](=[O:29])[N:8]([C:5]4[CH:6]=[CH:7][C:2]([N:43]5[CH2:44][CH2:45][NH:40][CH2:41][C:42]5=[O:46])=[CH:3][CH:4]=4)[CH2:13][CH2:12][C:11]=3[C:14]([S:25]([CH3:28])(=[O:27])=[O:26])=[N:15]2)=[CH:18][CH:19]=1. The yield is 0.270. (6) The reactants are [H-].[Na+].C[CH:4]([CH2:8][CH3:9])[CH2:5][CH:6]=[O:7]. The catalyst is CCCCCC.C(COC)OC. The product is [CH3:4][CH:9]([CH2:5][CH3:6])[CH2:8][CH:4]=[CH:5][C:6]([O:7][CH2:9][CH3:8])=[O:7]. The yield is 0.610. (7) The reactants are [Si:1]([O:8][CH2:9][C@H:10]1[NH:15][CH2:14][C@H:13]([NH:16][O:17][CH2:18][CH:19]=[CH2:20])[CH:12]=[C:11]1[CH3:21])([C:4]([CH3:7])([CH3:6])[CH3:5])([CH3:3])[CH3:2].C(N(CC)C(C)C)(C)C.[C:31](OC(Cl)(Cl)Cl)(OC(Cl)(Cl)Cl)=[O:32]. The catalyst is C(#N)C. The product is [Si:1]([O:8][CH2:9][C@@H:10]1[C:11]([CH3:21])=[CH:12][C@@H:13]2[CH2:14][N:15]1[C:31](=[O:32])[N:16]2[O:17][CH2:18][CH:19]=[CH2:20])([C:4]([CH3:7])([CH3:6])[CH3:5])([CH3:2])[CH3:3]. The yield is 0.430. (8) The reactants are [CH2:1](I)[CH2:2][CH3:3].[SH:5][C:6]1[N:10]([CH2:11][C:12]2[CH:17]=[CH:16][C:15]([C:18]3[CH:23]=[CH:22][CH:21]=[CH:20][C:19]=3[C:24]3[NH:28][N:27]=[N:26][N:25]=3)=[CH:14][CH:13]=2)[C:9]2[C:29]([C:33]([O:35][CH2:36][CH3:37])=[O:34])=[CH:30][CH:31]=[CH:32][C:8]=2[N:7]=1.[OH-].[Na+].Cl. The catalyst is C(O)C. The product is [CH2:1]([S:5][C:6]1[N:10]([CH2:11][C:12]2[CH:13]=[CH:14][C:15]([C:18]3[CH:23]=[CH:22][CH:21]=[CH:20][C:19]=3[C:24]3[NH:28][N:27]=[N:26][N:25]=3)=[CH:16][CH:17]=2)[C:9]2[C:29]([C:33]([O:35][CH2:36][CH3:37])=[O:34])=[CH:30][CH:31]=[CH:32][C:8]=2[N:7]=1)[CH2:2][CH3:3]. The yield is 0.400. (9) The reactants are [CH3:1][S:2][C:3]1[C:4]([N:16]2[CH2:21][CH2:20][O:19][CH2:18][CH2:17]2)=[N:5][C:6]([C:9]2[CH:14]=[CH:13][C:12]([NH2:15])=[CH:11][CH:10]=2)=[N:7][CH:8]=1.[C:22]1([N:28]=[C:29]=[O:30])[CH:27]=[CH:26][CH:25]=[CH:24][CH:23]=1. The catalyst is CN(C=O)C.C1COCC1. The product is [CH3:1][S:2][C:3]1[C:4]([N:16]2[CH2:21][CH2:20][O:19][CH2:18][CH2:17]2)=[N:5][C:6]([C:9]2[CH:14]=[CH:13][C:12]([NH:15][C:29]([NH:28][C:22]3[CH:27]=[CH:26][CH:25]=[CH:24][CH:23]=3)=[O:30])=[CH:11][CH:10]=2)=[N:7][CH:8]=1. The yield is 0.304.